Dataset: Full USPTO retrosynthesis dataset with 1.9M reactions from patents (1976-2016). Task: Predict the reactants needed to synthesize the given product. (1) Given the product [CH2:24]([O:23][C:21]([C:20]1[CH:29]=[N:13][N:12]([C:3]2[C:2]([F:1])=[CH:7][C:6]([C:8]([F:11])([F:9])[F:10])=[CH:5][N:4]=2)[C:19]=1[CH3:18])=[O:22])[CH3:25], predict the reactants needed to synthesize it. The reactants are: [F:1][C:2]1[C:3]([NH:12][NH2:13])=[N:4][CH:5]=[C:6]([C:8]([F:11])([F:10])[F:9])[CH:7]=1.CCOC=[CH:18][C:19](=O)[CH2:20][C:21]([O:23][CH2:24][CH3:25])=[O:22].Cl.O.[CH2:29](O)C. (2) Given the product [CH2:33]([NH:40][C:9](=[O:11])[C:8]1[CH:7]=[CH:6][C:5]([C:1]([CH3:2])([CH3:3])[CH3:4])=[CH:13][CH:12]=1)[C:34]1[CH:39]=[CH:38][CH:37]=[CH:36][CH:35]=1, predict the reactants needed to synthesize it. The reactants are: [C:1]([C:5]1[CH:13]=[CH:12][C:8]([C:9]([OH:11])=O)=[CH:7][CH:6]=1)([CH3:4])([CH3:3])[CH3:2].CN1CCN(C)CC1.ClC1N=C(OC)N=C(OC)N=1.[CH2:33]([NH2:40])[C:34]1[CH:39]=[CH:38][CH:37]=[CH:36][CH:35]=1.C(O)(=O)CC(CC(O)=O)(C(O)=O)O. (3) Given the product [Cl:1][CH2:2][CH2:3][CH2:4][N:5]1[CH2:10][C:9]2[CH:11]=[CH:12][CH:13]=[CH:14][C:8]=2[N:7]([C:19]2[CH:20]=[CH:21][CH:22]=[C:17]([CH3:26])[CH:18]=2)[S:6]1(=[O:16])=[O:15], predict the reactants needed to synthesize it. The reactants are: [Cl:1][CH2:2][CH2:3][CH2:4][N:5]1[CH2:10][C:9]2[CH:11]=[CH:12][CH:13]=[CH:14][C:8]=2[NH:7][S:6]1(=[O:16])=[O:15].[C:17]1([CH3:26])[CH:22]=[CH:21][CH:20]=[C:19](B(O)O)[CH:18]=1. (4) Given the product [C:1]([O:5][C:6]([N:8]1[CH2:9][CH2:10][N:11]([C:14]2[CH:15]=[C:16]([C:27]3[CH:32]=[CH:31][C:30]([Cl:33])=[C:29]([Cl:34])[CH:28]=3)[C:17]([C:23]([F:24])([F:26])[F:25])=[CH:18][C:19]=2[NH2:20])[CH2:12][CH2:13]1)=[O:7])([CH3:4])([CH3:2])[CH3:3], predict the reactants needed to synthesize it. The reactants are: [C:1]([O:5][C:6]([N:8]1[CH2:13][CH2:12][N:11]([C:14]2[CH:15]=[C:16]([C:27]3[CH:32]=[CH:31][C:30]([Cl:33])=[C:29]([Cl:34])[CH:28]=3)[C:17]([C:23]([F:26])([F:25])[F:24])=[CH:18][C:19]=2[N+:20]([O-])=O)[CH2:10][CH2:9]1)=[O:7])([CH3:4])([CH3:3])[CH3:2]. (5) Given the product [N:1]1([C:5]2[N:14]=[C:13]3[C:8]([C:9](=[O:29])[C:10]([C:26]([OH:28])=[O:27])=[CH:11][NH:12]3)=[C:7]([CH3:30])[CH:6]=2)[CH2:4][CH2:3][CH2:2]1, predict the reactants needed to synthesize it. The reactants are: [N:1]1([C:5]2[N:14]=[C:13]3[C:8]([C:9](=[O:29])[C:10]([C:26]([OH:28])=[O:27])=[CH:11][N:12]3CC3C=CC(OC)=CC=3OC)=[C:7]([CH3:30])[CH:6]=2)[CH2:4][CH2:3][CH2:2]1.O.